This data is from Retrosynthesis with 50K atom-mapped reactions and 10 reaction types from USPTO. The task is: Predict the reactants needed to synthesize the given product. The reactants are: COC(=O)CCNC(=O)c1ccc2c(c1)nc(-c1ccc(C#N)cc1)n2CCCN. Given the product COC(=O)CCNC(=O)c1ccc2c(c1)nc(-c1ccc(CN)cc1)n2CCCN, predict the reactants needed to synthesize it.